The task is: Predict the product of the given reaction.. This data is from Forward reaction prediction with 1.9M reactions from USPTO patents (1976-2016). (1) Given the reactants [C:1]([O:5][C:6](=[O:42])[N:7]([C@H:9]([C:11](=[O:41])[NH:12][C@@H:13]1[C:19](=[O:20])[N:18]([CH2:21][C:22]2[C:31]3[C:26](=[CH:27][C:28]([Br:32])=[CH:29][CH:30]=3)[CH:25]=[CH:24][C:23]=2[O:33][CH3:34])[C:17]2[CH:35]=[CH:36][C:37]([C:39]#[N:40])=[CH:38][C:16]=2[NH:15][CH2:14]1)[CH3:10])[CH3:8])([CH3:4])([CH3:3])[CH3:2].[C:43]([OH:54])(=O)[C:44]1[CH:52]=[CH:51][C:47]([C:48]([OH:50])=O)=[CH:46][CH:45]=1.O=P(Cl)(Cl)Cl, predict the reaction product. The product is: [Br:32][C:28]1[CH:27]=[C:26]2[C:31](=[CH:30][CH:29]=1)[C:22]([CH2:21][N:18]1[C:17]3[CH:35]=[CH:36][C:37]([C:39]#[N:40])=[CH:38][C:16]=3[N:15]([C:48](=[O:50])[C:47]3[CH:46]=[CH:45][C:44]([C:43]([N:15]4[C:16]5[CH:38]=[C:37]([C:39]#[N:40])[CH:36]=[CH:35][C:17]=5[N:18]([CH2:21][C:22]5[C:31]6[C:26](=[CH:27][C:28]([Br:32])=[CH:29][CH:30]=6)[CH:25]=[CH:24][C:23]=5[O:33][CH3:34])[C:19](=[O:20])[C@@H:13]([NH:12][C:11](=[O:41])[C@@H:9]([N:7]([C:6]([O:5][C:1]([CH3:4])([CH3:3])[CH3:2])=[O:42])[CH3:8])[CH3:10])[CH2:14]4)=[O:54])=[CH:52][CH:51]=3)[CH2:14][C@H:13]([NH:12][C:11](=[O:41])[C@@H:9]([N:7]([CH3:8])[C:6](=[O:42])[O:5][C:1]([CH3:2])([CH3:3])[CH3:4])[CH3:10])[C:19]1=[O:20])=[C:23]([O:33][CH3:34])[CH:24]=[CH:25]2. (2) Given the reactants [OH:1][C@H:2]1[CH2:6][N:5]([C:7](=[O:15])[CH2:8][C:9]2[O:13][N:12]=[C:11]([CH3:14])[CH:10]=2)[C@H:4]([C:16]([O:18]CC2C=CC=CC=2)=[O:17])[CH2:3]1, predict the reaction product. The product is: [OH:1][C@H:2]1[CH2:6][N:5]([C:7](=[O:15])[CH2:8][C:9]2[O:13][N:12]=[C:11]([CH3:14])[CH:10]=2)[C@H:4]([C:16]([OH:18])=[O:17])[CH2:3]1. (3) The product is: [NH2:6][C@H:5]([CH:1]([CH3:2])[CH2:3][CH3:4])[C:14](=[O:94])[NH:15][C@@H:16]([CH2:90][CH:91]([CH3:93])[CH3:92])[C:17](=[O:89])[N:18]([CH3:88])[C@@H:19]([CH2:84][CH:85]([CH3:87])[CH3:86])[C:20](=[O:83])[NH:21][C@@H:22]([CH3:82])[C:23](=[O:81])[NH:24][C@H:25]([CH3:80])[C:26](=[O:79])[N:27]([CH3:78])[C@@H:28]([CH2:74][CH:75]([CH3:76])[CH3:77])[C:29](=[O:73])[NH:30][C@@H:31]([CH2:69][CH:70]([CH3:71])[CH3:72])[C:32](=[O:68])[N:33]([CH3:67])[C@@H:34]([CH:64]([CH3:66])[CH3:65])[C:35](=[O:63])[N:36]([CH3:62])[C@@H:37]([C@H:54]([OH:61])[C@H:55]([CH3:60])[CH2:56]/[CH:57]=[CH:58]/[CH3:59])[C:38](=[O:53])[NH:39][C@@H:40]([C@H:50]([OH:52])[CH3:51])[C:41](=[O:49])[N:42]([CH3:48])[CH2:43][C:44]([OH:46])=[O:45]. Given the reactants [CH:1]([C@H:5]([C:14](=[O:94])[NH:15][C@@H:16]([CH2:90][CH:91]([CH3:93])[CH3:92])[C:17](=[O:89])[N:18]([CH3:88])[C@@H:19]([CH2:84][CH:85]([CH3:87])[CH3:86])[C:20](=[O:83])[NH:21][C@@H:22]([CH3:82])[C:23](=[O:81])[NH:24][C@H:25]([CH3:80])[C:26](=[O:79])[N:27]([CH3:78])[C@@H:28]([CH2:74][CH:75]([CH3:77])[CH3:76])[C:29](=[O:73])[NH:30][C@@H:31]([CH2:69][CH:70]([CH3:72])[CH3:71])[C:32](=[O:68])[N:33]([CH3:67])[C@@H:34]([CH:64]([CH3:66])[CH3:65])[C:35](=[O:63])[N:36]([CH3:62])[C@@H:37]([C@H:54]([OH:61])[C@H:55]([CH3:60])[CH2:56]/[CH:57]=[CH:58]/[CH3:59])[C:38](=[O:53])[NH:39][C@@H:40]([C@H:50]([OH:52])[CH3:51])[C:41](=[O:49])[N:42]([CH3:48])[CH2:43][C:44]([O:46]C)=[O:45])[NH:6]C(=O)OC(C)(C)C)([CH2:3][CH3:4])[CH3:2].C([O-])(O)=O.[Na+], predict the reaction product. (4) Given the reactants Cl.[NH:2]1[CH2:7][CH2:6][CH:5]=[C:4]([C:8]([OH:10])=[O:9])[CH2:3]1.[C:11]([O:15][C:16](O[C:16]([O:15][C:11]([CH3:14])([CH3:13])[CH3:12])=[O:17])=[O:17])([CH3:14])([CH3:13])[CH3:12], predict the reaction product. The product is: [C:11]([O:15][C:16]([N:2]1[CH2:7][CH2:6][CH:5]=[C:4]([C:8]([OH:10])=[O:9])[CH2:3]1)=[O:17])([CH3:14])([CH3:13])[CH3:12].